This data is from Peptide-MHC class I binding affinity with 185,985 pairs from IEDB/IMGT. The task is: Regression. Given a peptide amino acid sequence and an MHC pseudo amino acid sequence, predict their binding affinity value. This is MHC class I binding data. (1) The peptide sequence is GLTTHCTKL. The MHC is HLA-A02:01 with pseudo-sequence HLA-A02:01. The binding affinity (normalized) is 0.407. (2) The peptide sequence is KAIEKDRLDK. The MHC is HLA-A03:01 with pseudo-sequence HLA-A03:01. The binding affinity (normalized) is 0.127. (3) The peptide sequence is SDDQLRLLK. The MHC is HLA-B46:01 with pseudo-sequence HLA-B46:01. The binding affinity (normalized) is 0.0847. (4) The peptide sequence is AIILHQQQK. The MHC is HLA-A68:01 with pseudo-sequence HLA-A68:01. The binding affinity (normalized) is 0.367. (5) The peptide sequence is GDEALTGFL. The MHC is HLA-B40:01 with pseudo-sequence HLA-B40:01. The binding affinity (normalized) is 0.370. (6) The peptide sequence is FLWEWASAR. The MHC is Patr-A0301 with pseudo-sequence Patr-A0301. The binding affinity (normalized) is 0.